Task: Predict the reactants needed to synthesize the given product.. Dataset: Full USPTO retrosynthesis dataset with 1.9M reactions from patents (1976-2016) (1) Given the product [NH2:1][C:2]([NH:4][C:5]1[NH:6][C:7]([C:13]2[CH:18]=[CH:17][C:16]([CH:25]=[CH2:26])=[CH:15][CH:14]=2)=[CH:8][C:9]=1[C:10]([NH2:12])=[O:11])=[O:3], predict the reactants needed to synthesize it. The reactants are: [NH2:1][C:2]([NH:4][C:5]1[NH:6][C:7]([C:13]2[CH:18]=[CH:17][C:16](Br)=[CH:15][CH:14]=2)=[CH:8][C:9]=1[C:10]([NH2:12])=[O:11])=[O:3].C(=O)([O-])O.[Na+].[CH:25](B1OC(C)(C)C(C)(C)O1)=[CH2:26].O. (2) Given the product [Cl:19][C:18]1[C:9]([CH2:8][N:4]2[CH2:5][CH2:6][CH2:7][C@H:2]([NH:1][C:41](=[O:42])[CH2:40][NH:39][CH3:38])[CH2:3]2)=[C:10]([C:34]([F:35])([F:36])[F:37])[CH:11]=[C:12]2[C:17]=1[N:16]=[CH:15][N:14]([CH2:20][C:21]1[CH:26]=[C:25]([Cl:27])[CH:24]=[CH:23][C:22]=1[S:28]([CH2:31][CH3:32])(=[O:30])=[O:29])[C:13]2=[O:33], predict the reactants needed to synthesize it. The reactants are: [NH2:1][C@H:2]1[CH2:7][CH2:6][CH2:5][N:4]([CH2:8][C:9]2[C:18]([Cl:19])=[C:17]3[C:12]([C:13](=[O:33])[N:14]([CH2:20][C:21]4[CH:26]=[C:25]([Cl:27])[CH:24]=[CH:23][C:22]=4[S:28]([CH2:31][CH3:32])(=[O:30])=[O:29])[CH:15]=[N:16]3)=[CH:11][C:10]=2[C:34]([F:37])([F:36])[F:35])[CH2:3]1.[CH3:38][N:39](C(OC(C)(C)C)=O)[CH2:40][C:41](O)=[O:42]. (3) Given the product [CH3:22][O:21][C:18]1[CH:19]=[CH:20][N:15]2[N:14]=[C:35]([C:29]3[CH:34]=[CH:33][CH:32]=[CH:31][CH:30]=3)[C:36]([C:37]([O:39][CH3:40])=[O:38])=[C:16]2[CH:17]=1, predict the reactants needed to synthesize it. The reactants are: CC1C=C(C)C=C(C)C=1S([O-])(=O)=O.[NH2:14][N+:15]1[CH:20]=[CH:19][C:18]([O:21][CH3:22])=[CH:17][CH:16]=1.C(=O)([O-])[O-].[K+].[K+].[C:29]1([C:35]#[C:36][C:37]([O:39][CH3:40])=[O:38])[CH:34]=[CH:33][CH:32]=[CH:31][CH:30]=1.O. (4) Given the product [CH3:1][CH:2]([C:6]1[CH:7]=[CH:8][C:9]([C:10]([OH:12])=[O:11])=[CH:14][CH:15]=1)[CH2:3][CH2:4][CH3:5], predict the reactants needed to synthesize it. The reactants are: [CH3:1][CH:2]([C:6]1[CH:15]=[CH:14][C:9]([C:10]([O:12]C)=[O:11])=[CH:8][CH:7]=1)[CH2:3][CH2:4][CH3:5].O.[OH-].[Li+].O1CCCC1.CO.